Dataset: Reaction yield outcomes from USPTO patents with 853,638 reactions. Task: Predict the reaction yield, written as a fraction of the theoretical maximum amount of product (1.0 means a 100% yield; for example, 0.34 means a 34% yield). (1) The reactants are Br[C:2]1[CH:7]=[CH:6][C:5]([N:8]([CH2:11][CH3:12])[CH2:9][CH3:10])=[C:4]([CH3:13])[CH:3]=1.C([Li])CCC.[B:19](OC(C)C)([O:24]C(C)C)[O:20]C(C)C. No catalyst specified. The product is [CH2:9]([N:8]([CH2:11][CH3:12])[C:5]1[CH:6]=[CH:7][C:2]([B:19]([OH:24])[OH:20])=[CH:3][C:4]=1[CH3:13])[CH3:10]. The yield is 1.00. (2) The reactants are [OH:1][C:2]1[CH:3]=[C:4]([C:8]2[N:9]=[C:10]3[C:15](=[N:16][C:17]=2[C:18]2[CH:23]=[CH:22][CH:21]=[C:20]([OH:24])[CH:19]=2)[N:14]=[CH:13][N:12]=[C:11]3[NH2:25])[CH:5]=[CH:6][CH:7]=1.[ClH:26].C(OCC)C. The catalyst is CO. The product is [ClH:26].[OH:1][C:2]1[CH:3]=[C:4]([C:8]2[N:9]=[C:10]3[C:15](=[N:16][C:17]=2[C:18]2[CH:23]=[CH:22][CH:21]=[C:20]([OH:24])[CH:19]=2)[N:14]=[CH:13][N:12]=[C:11]3[NH2:25])[CH:5]=[CH:6][CH:7]=1. The yield is 0.947.